Dataset: CYP2C9 inhibition data for predicting drug metabolism from PubChem BioAssay. Task: Regression/Classification. Given a drug SMILES string, predict its absorption, distribution, metabolism, or excretion properties. Task type varies by dataset: regression for continuous measurements (e.g., permeability, clearance, half-life) or binary classification for categorical outcomes (e.g., BBB penetration, CYP inhibition). Dataset: cyp2c9_veith. (1) The molecule is COCCNc1nc(-c2cccc(NS(C)(=O)=O)c2)nc2ccccc12. The result is 0 (non-inhibitor). (2) The drug is FC(F)(F)c1cnc(N2CCC(=NOCc3ccc(Cl)cc3)CC2)c(Cl)c1. The result is 0 (non-inhibitor). (3) The molecule is COc1ccccc1NC(=O)N1CCCC1C(=O)NCc1ccc2c(c1)OCO2. The result is 0 (non-inhibitor). (4) The result is 1 (inhibitor). The molecule is O=C(CN(Cc1ccco1)C(=O)c1ccccc1)Nc1ccc(Cl)c(Cl)c1. (5) The compound is Cc1cccc(CCN2CCC(C(=O)c3ccc(NS(C)(=O)=O)cc3)CC2)n1. The result is 0 (non-inhibitor). (6) The drug is CCNc1ncc2nc(-c3ccc(OC)cc3)c(=O)n(C[C@H]3CCCO3)c2n1. The result is 0 (non-inhibitor).